Binary Classification. Given a drug SMILES string, predict its activity (active/inactive) in a high-throughput screening assay against a specified biological target. From a dataset of Orexin1 receptor HTS with 218,158 compounds and 233 confirmed actives. (1) The molecule is Clc1cc(COc2c(cccc2)/C=N\NC(=S)N)ccc1. The result is 1 (active). (2) The drug is O=C1N(C(=O)NC1(c1ccc(OC)cc1)C)CC(=O)Nc1cc2[nH]c(=O)[nH]c2cc1. The result is 0 (inactive). (3) The drug is O=C1N(c2c(/C1=N\Nc1nc3c(cc1)cccc3)cccc2)CCC. The result is 0 (inactive). (4) The molecule is Fc1c(C(=O)Nc2n3[nH]cnc3nc(=O)c2)cccc1. The result is 0 (inactive). (5) The compound is O(CC(=O)N1C(CC(=O)Nc2c1cccc2)C)c1cc2c(cc1)ccc(OC)c2. The result is 0 (inactive). (6) The molecule is O1CCN(CC1)c1nnc(cc1)c1cc(NC(=O)c2cc(c(cc2)C)C)ccc1. The result is 0 (inactive). (7) The drug is s1c(NC(=O)COC(=O)C2CC2)nc(c2c(OC)ccc(OC)c2)c1. The result is 0 (inactive).